Dataset: hERG Central: cardiac toxicity at 1µM, 10µM, and general inhibition. Task: Predict hERG channel inhibition at various concentrations. (1) The compound is O=C(NCc1cccnc1)/C(=C/c1ccco1)NC(=O)c1ccccc1. Results: hERG_inhib (hERG inhibition (general)): blocker. (2) The compound is N=c1c(C(=O)NCCN2CCOCC2)cc2c(=O)n3ccccc3nc2n1CCc1ccccc1. Results: hERG_inhib (hERG inhibition (general)): blocker. (3) The molecule is O=C(c1ccco1)N1CCN(c2ccc([N+](=O)[O-])cn2)CC1. Results: hERG_inhib (hERG inhibition (general)): blocker. (4) The compound is C=CCN(C(=O)CSc1nc2c(sc3ccccc32)c(=O)n1CCN(CC)CC)c1ccccc1. Results: hERG_inhib (hERG inhibition (general)): blocker. (5) The molecule is CCOc1ccc(OCCC(=O)N2CCN(S(=O)(=O)c3cccc(F)c3)CC2)cc1. Results: hERG_inhib (hERG inhibition (general)): blocker.